Dataset: Full USPTO retrosynthesis dataset with 1.9M reactions from patents (1976-2016). Task: Predict the reactants needed to synthesize the given product. Given the product [F:15][C:10]1[CH:11]=[CH:12][CH:13]=[CH:14][C:9]=1[N:8]1[CH:3]=[CH:4][N:5]([CH:16]2[CH2:17][CH2:18][N:19]([C:22]([O:24][C:25]([CH3:28])([CH3:27])[CH3:26])=[O:23])[CH2:20][CH2:21]2)[C:6]1=[O:7], predict the reactants needed to synthesize it. The reactants are: CO[CH:3](OC)[CH2:4][N:5]([CH:16]1[CH2:21][CH2:20][N:19]([C:22]([O:24][C:25]([CH3:28])([CH3:27])[CH3:26])=[O:23])[CH2:18][CH2:17]1)[C:6]([NH:8][C:9]1[CH:14]=[CH:13][CH:12]=[CH:11][C:10]=1[F:15])=[O:7].CS(O)(=O)=O.C(=O)([O-])[O-].[Na+].[Na+].C(OC(OC(C)(C)C)=O)(OC(C)(C)C)=O.